The task is: Predict the reactants needed to synthesize the given product.. This data is from Full USPTO retrosynthesis dataset with 1.9M reactions from patents (1976-2016). (1) Given the product [CH2:1]([C:3]1[C:7]([O:8][C:9]2[CH:16]=[C:13]([C:14]#[N:15])[CH:12]=[C:11]([CH:10]=2)[C:17]#[N:18])=[C:6]([CH2:19][CH2:20][O:21][C:22]2[CH:23]=[CH:24][C:25]([S:32]([CH3:36])(=[O:34])=[O:31])=[CH:26][CH:27]=2)[NH:5][N:4]=1)[CH3:2], predict the reactants needed to synthesize it. The reactants are: [CH2:1]([C:3]1[C:7]([O:8][C:9]2[CH:10]=[C:11]([C:17]#[N:18])[CH:12]=[C:13]([CH:16]=2)[C:14]#[N:15])=[C:6]([CH2:19][CH2:20][O:21][C:22]2[CH:27]=[CH:26][C:25](SC)=[CH:24][CH:23]=2)[NH:5][N:4]=1)[CH3:2].O[O:31][S:32]([O-:34])=O.[K+].[CH3:36]O. (2) Given the product [F:1][C:2]([F:7])([F:6])[C:3]([OH:5])=[O:4].[Cl:8][C:9]1[CH:10]=[CH:11][C:12]([C:13]([N:15]2[CH2:21][C:20]3[CH:22]=[CH:23][CH:24]=[CH:25][C:19]=3[N:18]([CH2:26][C:27]([NH:33][C:34]3[CH:39]=[CH:38][N:37]=[CH:36][CH:35]=3)=[O:29])[C:17](=[O:30])[CH2:16]2)=[O:14])=[CH:31][CH:32]=1, predict the reactants needed to synthesize it. The reactants are: [F:1][C:2]([F:7])([F:6])[C:3]([OH:5])=[O:4].[Cl:8][C:9]1[CH:32]=[CH:31][C:12]([C:13]([N:15]2[CH2:21][C:20]3[CH:22]=[CH:23][CH:24]=[CH:25][C:19]=3[N:18]([CH2:26][C:27]([OH:29])=O)[C:17](=[O:30])[CH2:16]2)=[O:14])=[CH:11][CH:10]=1.[NH2:33][C:34]1[CH:39]=[CH:38][N:37]=[CH:36][CH:35]=1.C(N(CC)CC)C. (3) The reactants are: [C:1]1([C@H:7]2[C@@H:12]([C:13]([O:15]CC)=[O:14])[CH2:11][CH2:10][N:9]([C:18]([O:20][C:21]([CH3:24])([CH3:23])[CH3:22])=[O:19])[CH2:8]2)[CH:6]=[CH:5][CH:4]=[CH:3][CH:2]=1.CC([O-])(C)C.[Na+].[OH-].[Na+].C(O)(=O)CC(CC(O)=O)(C(O)=O)O. Given the product [C:21]([O:20][C:18]([N:9]1[CH2:10][CH2:11][C@@H:12]([C:13]([OH:15])=[O:14])[C@H:7]([C:1]2[CH:6]=[CH:5][CH:4]=[CH:3][CH:2]=2)[CH2:8]1)=[O:19])([CH3:24])([CH3:22])[CH3:23], predict the reactants needed to synthesize it. (4) Given the product [CH3:1][O:2][C:3](=[O:23])[C:4]1[CH:9]=[CH:8][CH:7]=[C:6]([CH2:10][N:11]2[CH:20]=[CH:19][C:18]3[C:13](=[CH:14][C:15]([C:32]#[C:31][CH2:30][C:24]4[CH:29]=[CH:28][CH:27]=[CH:26][CH:25]=4)=[CH:16][CH:17]=3)[C:12]2=[O:22])[CH:5]=1, predict the reactants needed to synthesize it. The reactants are: [CH3:1][O:2][C:3](=[O:23])[C:4]1[CH:9]=[CH:8][CH:7]=[C:6]([CH2:10][N:11]2[CH:20]=[CH:19][C:18]3[C:13](=[CH:14][C:15](Br)=[CH:16][CH:17]=3)[C:12]2=[O:22])[CH:5]=1.[C:24]1([CH2:30][C:31]#[CH:32])[CH:29]=[CH:28][CH:27]=[CH:26][CH:25]=1.C(N(CC)CC)C. (5) Given the product [NH2:29][C:30]([C:20]1[N:19]=[C:18]([C@H:8]([CH2:9][CH2:10][CH2:11][C:12]2[CH:13]=[CH:14][CH:15]=[CH:16][CH:17]=2)[CH2:7][C:6]([O:5][C:1]([CH3:2])([CH3:3])[CH3:4])=[O:28])[O:22][N:21]=1)=[O:32], predict the reactants needed to synthesize it. The reactants are: [C:1]([O:5][C:6](=[O:28])[CH2:7][C@H:8]([C:18]1[O:22][N:21](C(OCC)=O)[CH2:20][N:19]=1)[CH2:9][CH2:10][CH2:11][CH:12]1[CH2:17][CH2:16][CH2:15][CH2:14][CH2:13]1)([CH3:4])([CH3:3])[CH3:2].[NH3:29].[CH2:30]([OH:32])C.